From a dataset of Reaction yield outcomes from USPTO patents with 853,638 reactions. Predict the reaction yield, written as a fraction of the theoretical maximum amount of product (1.0 means a 100% yield; for example, 0.34 means a 34% yield). (1) The catalyst is CC([O-])=O.CC([O-])=O.[Pd+2].CN(C=O)C. The reactants are Br[C:2]1[CH:11]=[N:10][C:9]2[NH:8]/[C:7](=[N:12]/C)/[C:6]([CH3:15])([CH3:14])[O:5][C:4]=2[CH:3]=1.[CH3:16][N:17]([CH2:22][C:23]1[O:24][C:25]2[CH:32]=[CH:31][CH:30]=[CH:29][C:26]=2[C:27]=1[CH3:28])[C:18](=[O:21])[CH:19]=[CH2:20].C(N(C(C)C)CC)(C)C.CC1C=CC=CC=1P(C1C=CC=CC=1C)C1C=CC=CC=1C. The product is [NH:12]=[C:7]1[C:6]([CH3:15])([CH3:14])[O:5][C:4]2[CH:3]=[C:2](/[CH:20]=[CH:19]/[C:18]([N:17]([CH3:16])[CH2:22][C:23]3[O:24][C:25]4[CH:32]=[CH:31][CH:30]=[CH:29][C:26]=4[C:27]=3[CH3:28])=[O:21])[CH:11]=[N:10][C:9]=2[NH:8]1. The yield is 0.150. (2) The reactants are [OH:1][C:2]1[CH:10]=[CH:9][C:8]([C:11]2[N:12]([C:27]([O:29][C:30]([CH3:33])([CH3:32])[CH3:31])=[O:28])[C:13]3[C:18]([CH:19]=2)=[CH:17][C:16]([CH2:20][N:21]2[CH2:26][CH2:25][CH2:24][CH2:23][CH2:22]2)=[CH:15][CH:14]=3)=[C:7]2[C:3]=1[CH2:4][NH:5][C:6]2=[O:34].C(N(CC)CC)C.[Cl:42][C:43]1[CH:48]=[CH:47][C:46]([S:49](Cl)(=[O:51])=[O:50])=[CH:45][CH:44]=1. The catalyst is C(#N)C. The product is [Cl:42][C:43]1[CH:48]=[CH:47][C:46]([S:49]([O:1][C:2]2[CH:10]=[CH:9][C:8]([C:11]3[N:12]([C:27]([O:29][C:30]([CH3:31])([CH3:33])[CH3:32])=[O:28])[C:13]4[C:18]([CH:19]=3)=[CH:17][C:16]([CH2:20][N:21]3[CH2:26][CH2:25][CH2:24][CH2:23][CH2:22]3)=[CH:15][CH:14]=4)=[C:7]3[C:3]=2[CH2:4][NH:5][C:6]3=[O:34])(=[O:51])=[O:50])=[CH:45][CH:44]=1. The yield is 0.410. (3) The yield is 0.790. The reactants are [Si]([O:8][CH2:9][C:10]1([CH3:35])[S:16][CH2:15][CH2:14][N:13]2[C:17]([C:20]3([C:23]4[CH:28]=[CH:27][C:26]([C:29]5[CH:30]=[N:31][CH:32]=[CH:33][CH:34]=5)=[CH:25][CH:24]=4)[CH2:22][CH2:21]3)=[N:18][N:19]=[C:12]2[CH2:11]1)(C(C)(C)C)(C)C.Cl. The catalyst is CO. The product is [CH3:35][C:10]1([CH2:9][OH:8])[S:16][CH2:15][CH2:14][N:13]2[C:17]([C:20]3([C:23]4[CH:28]=[CH:27][C:26]([C:29]5[CH:30]=[N:31][CH:32]=[CH:33][CH:34]=5)=[CH:25][CH:24]=4)[CH2:22][CH2:21]3)=[N:18][N:19]=[C:12]2[CH2:11]1. (4) The reactants are [C:1]([N:8]1[CH2:16][CH2:15][CH2:14][CH:10]([C:11]([OH:13])=O)[CH2:9]1)([O:3][C:4]([CH3:7])([CH3:6])[CH3:5])=[O:2].[NH2:17][C:18]1[CH:23]=[CH:22][CH:21]=[CH:20][CH:19]=1.C1CCC(N=C=NC2CCCCC2)CC1. The catalyst is C(Cl)Cl. The product is [C:18]1([NH:17][C:11]([CH:10]2[CH2:14][CH2:15][CH2:16][N:8]([C:1]([O:3][C:4]([CH3:5])([CH3:6])[CH3:7])=[O:2])[CH2:9]2)=[O:13])[CH:23]=[CH:22][CH:21]=[CH:20][CH:19]=1. The yield is 0.890. (5) The reactants are [NH:1]1[CH2:6][CH2:5][CH:4]([C:7]([OH:9])=[O:8])[CH2:3][CH2:2]1.[CH:10](O)=O. The catalyst is C=O. The product is [CH3:10][N:1]1[CH2:6][CH2:5][CH:4]([C:7]([OH:9])=[O:8])[CH2:3][CH2:2]1. The yield is 0.180.